From a dataset of Reaction yield outcomes from USPTO patents with 853,638 reactions. Predict the reaction yield, written as a fraction of the theoretical maximum amount of product (1.0 means a 100% yield; for example, 0.34 means a 34% yield). (1) The reactants are [CH:1]1([C:5]2[C:13](C=O)=[CH:12][C:8]([C:9]([OH:11])=[O:10])=[C:7]([CH3:16])[CH:6]=2)[CH2:4][CH2:3][CH2:2]1.Br[CH:18]1[C:23](=O)[CH2:22][CH2:21][N:20]([C:25]([O:27][C:28]([CH3:31])([CH3:30])[CH3:29])=[O:26])[CH2:19]1.[OH-].[NH4+:33].C[N:35]([CH3:38])C=O. The catalyst is C(OCC)(=O)C. The product is [C:28]([O:27][C:25]([N:20]1[CH2:21][CH2:22][C:23]2[N:33]=[C:38]([C:13]3[C:5]([CH:1]4[CH2:4][CH2:3][CH2:2]4)=[CH:6][C:7]([CH3:16])=[C:8]([CH:12]=3)[C:9]([OH:11])=[O:10])[NH:35][C:18]=2[CH2:19]1)=[O:26])([CH3:31])([CH3:30])[CH3:29]. The yield is 0.270. (2) The reactants are [N+:1]([O-:4])(O)=[O:2].S(=O)(=O)(O)O.[F:10][C:11]1[CH:20]=[CH:19][CH:18]=[C:17](F)[C:12]=1[C:13]([O:15][CH3:16])=[O:14].[OH-].[NH4+:23]. The catalyst is C(O)C. The product is [NH2:23][C:17]1[C:18]([N+:1]([O-:4])=[O:2])=[CH:19][CH:20]=[C:11]([F:10])[C:12]=1[C:13]([O:15][CH3:16])=[O:14]. The yield is 0.920. (3) The reactants are [Cl:1][C:2]1[CH:7]=[CH:6][C:5]([C:8]2[C:14]3[CH:15]=[C:16]([O:19][CH2:20][CH2:21][NH:22]C(=O)OC(C)(C)C)[CH:17]=[CH:18][C:13]=3[N:12]3[C:30]([CH3:33])=[N:31][N:32]=[C:11]3[C@H:10]([CH2:34][C:35]([NH:37][CH2:38][CH3:39])=[O:36])[N:9]=2)=[CH:4][CH:3]=1.C(O)(C(F)(F)F)=O. The catalyst is C(Cl)Cl. The product is [NH2:22][CH2:21][CH2:20][O:19][C:16]1[CH:17]=[CH:18][C:13]2[N:12]3[C:30]([CH3:33])=[N:31][N:32]=[C:11]3[C@H:10]([CH2:34][C:35]([NH:37][CH2:38][CH3:39])=[O:36])[N:9]=[C:8]([C:5]3[CH:4]=[CH:3][C:2]([Cl:1])=[CH:7][CH:6]=3)[C:14]=2[CH:15]=1. The yield is 0.794. (4) The reactants are [CH3:1][C:2]1[CH:3]=[C:4]2[C:9](=[CH:10][CH:11]=1)[NH:8][C:7](=O)[CH:6]=[CH:5]2.O=P(Cl)(Cl)[Cl:15]. No catalyst specified. The product is [Cl:15][C:7]1[CH:6]=[CH:5][C:4]2[C:9](=[CH:10][CH:11]=[C:2]([CH3:1])[CH:3]=2)[N:8]=1. The yield is 0.900. (5) The reactants are [Cl:1][C:2]1[S:28][C:5]2[NH:6][C:7]([C:9]([NH:11][C@@H:12]3[CH2:20][C:19]4[C:14](=[CH:15][CH:16]=[CH:17][CH:18]=4)[C@H:13]3[CH2:21][CH2:22][C:23]([O:25]CC)=[O:24])=[O:10])=[CH:8][C:4]=2[CH:3]=1.O.[OH-].[Na+]. The catalyst is O1CCOCC1. The product is [Cl:1][C:2]1[S:28][C:5]2[NH:6][C:7]([C:9]([NH:11][C@@H:12]3[CH2:20][C:19]4[C:14](=[CH:15][CH:16]=[CH:17][CH:18]=4)[C@H:13]3[CH2:21][CH2:22][C:23]([OH:25])=[O:24])=[O:10])=[CH:8][C:4]=2[CH:3]=1. The yield is 0.860. (6) The reactants are OC1C(=O)NN=C(CCC2C=CC=CC=2)C=1.C([O:24][C:25]1[N:26]=[N:27][C:28]([C:39]#[C:40][C:41]2[CH:46]=[CH:45][C:44]([C:47]([F:50])([F:49])[F:48])=[CH:43][C:42]=2[F:51])=[CH:29][C:30]=1[O:31]CC1C=CC=CC=1)C1C=CC=CC=1. The catalyst is C1COCC1. The product is [F:51][C:42]1[CH:43]=[C:44]([C:47]([F:49])([F:50])[F:48])[CH:45]=[CH:46][C:41]=1[CH2:40][CH2:39][C:28]1[CH:29]=[C:30]([OH:31])[C:25](=[O:24])[NH:26][N:27]=1. The yield is 0.290. (7) The reactants are I[C:2]1[C:10]2[C:5](=[CH:6][CH:7]=[CH:8][C:9]=2[N+:11]([O-])=O)[N:4]([CH2:14][C:15]2[CH:20]=[CH:19][C:18]([C:21]([F:24])([F:23])[F:22])=[CH:17][N:16]=2)[N:3]=1.[NH4+].[Cl-]. The catalyst is CO.[Zn]. The product is [F:24][C:21]([F:22])([F:23])[C:18]1[CH:19]=[CH:20][C:15]([CH2:14][N:4]2[C:5]3[CH:6]=[CH:7][CH:8]=[C:9]([NH2:11])[C:10]=3[CH:2]=[N:3]2)=[N:16][CH:17]=1. The yield is 0.760. (8) The reactants are Br[C:2]1[C:7](=[O:8])[N:6]([CH2:9][C:10]2[CH:15]=[CH:14][C:13]([C:16]3[C:17]([C:22]#[N:23])=[CH:18][CH:19]=[CH:20][CH:21]=3)=[CH:12][CH:11]=2)[C:5]([CH2:24][CH2:25][CH3:26])=[N:4][C:3]=1[CH2:27][CH3:28].[CH3:29][C:30]1([CH3:40])[CH2:34][C:33]2[CH:35]=[CH:36][CH:37]=[C:38]([OH:39])[C:32]=2[O:31]1.[OH-].[K+].CS(C)=O. The product is [CH3:29][C:30]1([CH3:40])[CH2:34][C:33]2[CH:35]=[CH:36][CH:37]=[C:38]([O:39][C:2]3[C:7](=[O:8])[N:6]([CH2:9][C:10]4[CH:15]=[CH:14][C:13]([C:16]5[C:17]([C:22]#[N:23])=[CH:18][CH:19]=[CH:20][CH:21]=5)=[CH:12][CH:11]=4)[C:5]([CH2:24][CH2:25][CH3:26])=[N:4][C:3]=3[CH2:27][CH3:28])[C:32]=2[O:31]1. The yield is 0.390. The catalyst is C(OCC)(=O)C.